This data is from Forward reaction prediction with 1.9M reactions from USPTO patents (1976-2016). The task is: Predict the product of the given reaction. (1) Given the reactants [NH2:1][C:2]1[C:7]([F:8])=[CH:6][N:5]=[C:4]([OH:9])[N:3]=1.C/C(/O[Si](C)(C)C)=N\[Si](C)(C)C.Cl[C:23]([O:25][CH2:26][C:27]1[CH:32]=[CH:31][CH:30]=[CH:29][CH:28]=1)=[O:24], predict the reaction product. The product is: [NH2:1][C:2]1[C:7]([F:8])=[CH:6][N:5]([C:23]([O:25][CH2:26][C:27]2[CH:32]=[CH:31][CH:30]=[CH:29][CH:28]=2)=[O:24])[C:4](=[O:9])[N:3]=1. (2) Given the reactants Br[C:2]1[CH:3]=[CH:4][C:5]([C:8]([O:10][C:11]([CH3:14])([CH3:13])[CH3:12])=[O:9])=[N:6][CH:7]=1.[CH3:15][O:16][C:17]([C:19]1[CH:29]=[C:28]([OH:30])[C:22]2[CH2:23][C:24]([CH3:27])([CH3:26])[O:25][C:21]=2[CH:20]=1)=[O:18].[O-]P([O-])([O-])=O.[K+].[K+].[K+], predict the reaction product. The product is: [C:11]([O:10][C:8]([C:5]1[CH:4]=[CH:3][C:2]([O:30][C:28]2[C:22]3[CH2:23][C:24]([CH3:27])([CH3:26])[O:25][C:21]=3[CH:20]=[C:19]([C:17]([O:16][CH3:15])=[O:18])[CH:29]=2)=[CH:7][N:6]=1)=[O:9])([CH3:14])([CH3:13])[CH3:12]. (3) Given the reactants [O:1]=[C:2]1[NH:7][C:6]2[CH:8]=[C:9]([C:11]3[CH:16]=[CH:15][CH:14]=[CH:13][CH:12]=3)[S:10][C:5]=2[C:4](=[O:17])[N:3]1[CH:18]1[CH2:23][CH2:22][N:21]([C:24]([O:26][C:27]([CH3:30])([CH3:29])[CH3:28])=[O:25])[CH2:20][CH2:19]1.Cl[CH2:32][C:33]#[N:34].C(=O)([O-])[O-].[K+].[K+], predict the reaction product. The product is: [C:33]([CH2:32][N:7]1[C:6]2[CH:8]=[C:9]([C:11]3[CH:16]=[CH:15][CH:14]=[CH:13][CH:12]=3)[S:10][C:5]=2[C:4](=[O:17])[N:3]([CH:18]2[CH2:23][CH2:22][N:21]([C:24]([O:26][C:27]([CH3:30])([CH3:29])[CH3:28])=[O:25])[CH2:20][CH2:19]2)[C:2]1=[O:1])#[N:34].